This data is from Catalyst prediction with 721,799 reactions and 888 catalyst types from USPTO. The task is: Predict which catalyst facilitates the given reaction. (1) Reactant: [CH3:1][C:2]1[C:6]([CH2:7][N:8]2[CH:12]=[C:11]([N:13]3[C:17](=[O:18])[CH2:16][NH:15][C:14]3=[O:19])[CH:10]=[N:9]2)=[C:5]([CH3:20])[O:4][N:3]=1.ClC[C:23]1[C:24]([CH3:29])=[N:25][N:26]([CH3:28])[CH:27]=1.[C:30](=O)([O-])[O-].[Cs+].[Cs+]. Product: [CH3:28][N:26]1[C:27]([CH2:30][N:15]2[CH2:16][C:17](=[O:18])[N:13]([C:11]3[CH:10]=[N:9][N:8]([CH2:7][C:6]4[C:2]([CH3:1])=[N:3][O:4][C:5]=4[CH3:20])[CH:12]=3)[C:14]2=[O:19])=[CH:23][C:24]([CH3:29])=[N:25]1. The catalyst class is: 3. (2) Reactant: CC1C=CC(S(O[CH2:12][CH:13]2[O:18][C:17]3[CH:19]=[C:20]([O:23][S:24]([CH3:27])(=[O:26])=[O:25])[CH:21]=[CH:22][C:16]=3[O:15][CH2:14]2)(=O)=O)=CC=1.[NH:28]1[CH2:33][CH2:32][CH2:31][CH2:30][CH2:29]1. Product: [CH3:27][S:24]([O:23][C:20]1[CH:21]=[CH:22][C:16]2[O:15][CH2:14][CH:13]([CH2:12][N:28]3[CH2:33][CH2:32][CH2:31][CH2:30][CH2:29]3)[O:18][C:17]=2[CH:19]=1)(=[O:25])=[O:26]. The catalyst class is: 10. (3) Reactant: [C:1]([O:5][C:6]([N:8]1[CH2:13][C:12](=[O:14])[N:11]([C:15]2[CH:20]=[CH:19][C:18]([O:21][CH2:22][CH2:23][CH2:24][O:25][CH2:26][C:27]3[CH:32]=[CH:31][CH:30]=[CH:29][C:28]=3[O:33][CH3:34])=[CH:17][CH:16]=2)[C@@H:10]([CH2:35][OH:36])[CH2:9]1)=[O:7])([CH3:4])([CH3:3])[CH3:2].C(N(CC)CC)C.[F:44][C:45]([F:58])([F:57])[S:46](O[S:46]([C:45]([F:58])([F:57])[F:44])(=[O:48])=[O:47])(=[O:48])=[O:47]. Product: [C:1]([O:5][C:6]([N:8]1[CH2:9][C@H:10]([CH2:35][O:36][S:46]([C:45]([F:58])([F:57])[F:44])(=[O:48])=[O:47])[N:11]([C:15]2[CH:20]=[CH:19][C:18]([O:21][CH2:22][CH2:23][CH2:24][O:25][CH2:26][C:27]3[CH:32]=[CH:31][CH:30]=[CH:29][C:28]=3[O:33][CH3:34])=[CH:17][CH:16]=2)[C:12](=[O:14])[CH2:13]1)=[O:7])([CH3:2])([CH3:4])[CH3:3]. The catalyst class is: 4. (4) Reactant: [C:1]([O:5][C:6]([N:8]1[CH2:13][CH2:12][C:11]2[N:14]([CH2:21][C:22]([OH:24])=O)[N:15]=[C:16]([C:17]([F:20])([F:19])[F:18])[C:10]=2[CH2:9]1)=[O:7])([CH3:4])([CH3:3])[CH3:2].[Cl:25][C:26]1[CH:31]=[CH:30][C:29]([CH:32]([NH2:34])[CH3:33])=[CH:28][CH:27]=1.C1C=CC2N(O)N=NC=2C=1.C(N(CC)CC)C.CCN=C=NCCCN(C)C. Product: [Cl:25][C:26]1[CH:31]=[CH:30][C:29]([CH:32]([NH:34][C:22](=[O:24])[CH2:21][N:14]2[C:11]3[CH2:12][CH2:13][N:8]([C:6]([O:5][C:1]([CH3:2])([CH3:3])[CH3:4])=[O:7])[CH2:9][C:10]=3[C:16]([C:17]([F:19])([F:18])[F:20])=[N:15]2)[CH3:33])=[CH:28][CH:27]=1. The catalyst class is: 4.